From a dataset of Forward reaction prediction with 1.9M reactions from USPTO patents (1976-2016). Predict the product of the given reaction. (1) Given the reactants [Si]([O:8][C@@H:9]1[CH2:14][C@@H:13]([CH:15]([O:18][CH3:19])[O:16][CH3:17])[O:12][CH:11]([OH:20])[CH2:10]1)(C(C)(C)C)(C)C.[F-].C([N+](CCCC)(CCCC)CCCC)CCC, predict the reaction product. The product is: [CH3:17][O:16][CH:15]([O:18][CH3:19])[C@H:13]1[O:12][CH:11]([OH:20])[CH2:10][C@H:9]([OH:8])[CH2:14]1. (2) The product is: [CH3:31][O:30][C:27]1[CH:26]=[CH:25][C:24]([N:23]2[C:7]([C:6]3[CH:10]=[CH:11][C:3]([C:1]#[N:2])=[CH:4][CH:5]=3)=[N:21][C:20]([C:19]([F:32])([F:33])[F:18])=[N:22]2)=[CH:29][CH:28]=1. Given the reactants [C:1]([C:3]1[CH:11]=[CH:10][C:6]([C:7](O)=O)=[CH:5][CH:4]=1)#[N:2].C(Cl)(=O)C(Cl)=O.[F:18][C:19]([F:33])([F:32])[C:20](=[N:22][NH:23][C:24]1[CH:29]=[CH:28][C:27]([O:30][CH3:31])=[CH:26][CH:25]=1)[NH2:21].C(N(C(C)C)CC)(C)C, predict the reaction product. (3) The product is: [CH3:22][C:14]1([CH3:21])[C:15]2[C:16](=[N:17][CH:18]=[CH:19][CH:20]=2)[N:12]([C@H:10]2[CH2:11][C@H:8]([NH:7][C:6]3[CH:40]=[CH:39][C:34]([C:35]([NH:37][CH3:38])=[O:36])=[CH:33][N:32]=3)[CH2:9]2)[C:13]1=[O:23]. Given the reactants C(O[C:6](=O)[NH:7][C@H:8]1[CH2:11][C@H:10]([N:12]2[C:16]3=[N:17][CH:18]=[CH:19][CH:20]=[C:15]3[C:14]([CH3:22])([CH3:21])[C:13]2=[O:23])[CH2:9]1)(C)(C)C.C([O-])(=O)C.[Cs+].BrC1[CH:40]=[CH:39][C:34]([C:35]([NH:37][CH3:38])=[O:36])=[CH:33][N:32]=1, predict the reaction product. (4) Given the reactants [CH3:1][C:2]1[CH:7]=[CH:6][C:5]([C:8]2[CH:13]=[CH:12][CH:11]=[CH:10][CH:9]=2)=[CH:4][N:3]=1.[O:14]1CCOCC1.O, predict the reaction product. The product is: [C:8]1([C:5]2[CH:6]=[CH:7][C:2]([CH:1]=[O:14])=[N:3][CH:4]=2)[CH:9]=[CH:10][CH:11]=[CH:12][CH:13]=1. (5) The product is: [C:7]([O:21][C:19](=[O:20])[NH:18][C:9]1[CH:10]=[CH:11][C:12]([O:13][C:14]([F:16])([F:17])[F:15])=[C:7]([C:6]2[N:2]([CH3:1])[N:3]=[CH:4][CH:5]=2)[CH:8]=1)([CH3:8])([CH3:12])[CH3:6]. Given the reactants [CH3:1][N:2]1[C:6]([C:7]2[CH:8]=[C:9]([NH:18][C:19](=[O:21])[OH:20])[CH:10]=[CH:11][C:12]=2[O:13][C:14]([F:17])([F:16])[F:15])=[CH:5][CH:4]=[N:3]1.CN(C=O)C, predict the reaction product. (6) Given the reactants Cl.[Cl:2][C:3]1[CH:22]=[CH:21][C:6]([O:7][C@@H:8]([C:15]2[CH:20]=[CH:19][CH:18]=[CH:17][CH:16]=2)[C@H:9]2[O:14][CH2:13][CH2:12][NH:11][CH2:10]2)=[C:5]([O:23][CH3:24])[CH:4]=1.N#N, predict the reaction product. The product is: [ClH:2].[Cl:2][C:3]1[CH:22]=[CH:21][C:6]([O:7][C@@H:8]([C:15]2[CH:20]=[CH:19][CH:18]=[CH:17][CH:16]=2)[C@H:9]2[O:14][CH2:13][CH2:12][NH:11][CH2:10]2)=[C:5]([O:23][CH3:24])[CH:4]=1. (7) Given the reactants [CH3:1][S:2][C:3]1[CH:4]=[C:5]([CH:7]=[CH:8][CH:9]=1)[NH2:6].[CH:10](OCC)(OCC)OCC.[N+:20]([CH2:23]C(OCC)=O)([O-])=O.[C:29]([OH:32])(=[O:31])[CH3:30], predict the reaction product. The product is: [CH3:1][S:2][C:3]1[CH:4]=[C:5]([N:6]2[CH:10]=[C:30]([C:29]([OH:32])=[O:31])[N:20]=[CH:23]2)[CH:7]=[CH:8][CH:9]=1.